From a dataset of Reaction yield outcomes from USPTO patents with 853,638 reactions. Predict the reaction yield, written as a fraction of the theoretical maximum amount of product (1.0 means a 100% yield; for example, 0.34 means a 34% yield). The reactants are [Br:1][C:2]1[C:3]([CH2:12][CH3:13])=[C:4]([N+:9]([O-:11])=[O:10])[C:5](N)=[N:6][CH:7]=1.N([O-])=[O:15].[Na+]. The catalyst is OS(O)(=O)=O.O. The product is [Br:1][C:2]1[C:3]([CH2:12][CH3:13])=[C:4]([N+:9]([O-:11])=[O:10])[C:5](=[O:15])[NH:6][CH:7]=1. The yield is 0.770.